This data is from Peptide-MHC class I binding affinity with 185,985 pairs from IEDB/IMGT. The task is: Regression. Given a peptide amino acid sequence and an MHC pseudo amino acid sequence, predict their binding affinity value. This is MHC class I binding data. (1) The peptide sequence is YLFFFLHWL. The MHC is HLA-A02:02 with pseudo-sequence HLA-A02:02. The binding affinity (normalized) is 0.801. (2) The peptide sequence is SVVQKPVDVK. The MHC is HLA-A31:01 with pseudo-sequence HLA-A31:01. The binding affinity (normalized) is 0.170. (3) The peptide sequence is VSIRGSHHK. The MHC is HLA-A26:03 with pseudo-sequence HLA-A26:03. The binding affinity (normalized) is 0.0847. (4) The peptide sequence is FLRNQPLTFA. The MHC is HLA-A02:01 with pseudo-sequence HLA-A02:01. The binding affinity (normalized) is 0.544. (5) The peptide sequence is LVKTESWIL. The MHC is HLA-B40:01 with pseudo-sequence HLA-B40:01. The binding affinity (normalized) is 0.0847. (6) The peptide sequence is LLDYQGMLPV. The MHC is HLA-A02:03 with pseudo-sequence HLA-A02:03. The binding affinity (normalized) is 0.998.